From a dataset of Reaction yield outcomes from USPTO patents with 853,638 reactions. Predict the reaction yield, written as a fraction of the theoretical maximum amount of product (1.0 means a 100% yield; for example, 0.34 means a 34% yield). (1) The reactants are [CH3:1][C:2]1[N:7]=[C:6]2[S:8][C:9]3[CH2:14][CH2:13][CH2:12][CH2:11][C:10]=3[C:5]2=[C:4]([C:15]2[C:16]([Cl:25])=[C:17]3[C:22](=[CH:23][CH:24]=2)[O:21][CH2:20][CH2:19][CH2:18]3)[C:3]=1[CH:26]([O:31][C:32]([CH3:35])([CH3:34])[CH3:33])[C:27]([O:29]C)=[O:28].[OH-].[Na+]. The catalyst is CO. The product is [CH3:1][C:2]1[N:7]=[C:6]2[S:8][C:9]3[CH2:14][CH2:13][CH2:12][CH2:11][C:10]=3[C:5]2=[C:4]([C:15]2[C:16]([Cl:25])=[C:17]3[C:22](=[CH:23][CH:24]=2)[O:21][CH2:20][CH2:19][CH2:18]3)[C:3]=1[CH:26]([O:31][C:32]([CH3:35])([CH3:34])[CH3:33])[C:27]([OH:29])=[O:28]. The yield is 0.180. (2) The reactants are [C:1]([O:5][C:6](=[O:16])[N:7]([CH2:12][CH2:13][CH2:14][OH:15])[CH2:8][CH:9]([CH3:11])[CH3:10])([CH3:4])([CH3:3])[CH3:2].C(N(CC)CC)C.[CH3:24][S:25](Cl)(=[O:27])=[O:26]. The catalyst is C(Cl)Cl. The product is [CH3:24][S:25]([O:15][CH2:14][CH2:13][CH2:12][N:7]([C:6]([O:5][C:1]([CH3:3])([CH3:2])[CH3:4])=[O:16])[CH2:8][CH:9]([CH3:11])[CH3:10])(=[O:27])=[O:26]. The yield is 0.640. (3) The reactants are [CH3:1][C:2]1[C:3]2[C:8]([N:9]=[C:10]3[C:15]=1[CH:14]=[CH:13][CH:12]=[CH:11]3)=[CH:7][CH:6]=[CH:5][CH:4]=2.[CH2:16]1[CH2:22][S:19](=[O:21])(=[O:20])[O:18][CH2:17]1. No catalyst specified. The product is [OH-:18].[CH3:1][C:2]1[C:15]2[C:10]([N+:9]([CH2:17][CH2:16][CH2:22][S:19]([OH:21])(=[O:20])=[O:18])=[C:8]3[C:3]=1[CH:4]=[CH:5][CH:6]=[CH:7]3)=[CH:11][CH:12]=[CH:13][CH:14]=2. The yield is 0.460. (4) The reactants are [CH:1]([C:3]1[CH:8]=[CH:7][CH:6]=[CH:5][C:4]=1[S:9](Cl)(=[O:11])=[O:10])=[O:2].[CH3:13][NH:14][C:15]1[CH:20]=[CH:19][CH:18]=[CH:17][CH:16]=1.S(=O)(O)[O-].[Na+].C(=O)([O-])[O-].[Na+].[Na+]. The catalyst is ClCCl.C1COCC1. The product is [CH:1]([C:3]1[CH:8]=[CH:7][CH:6]=[CH:5][C:4]=1[S:9]([N:14]([CH3:13])[C:15]1[CH:20]=[CH:19][CH:18]=[CH:17][CH:16]=1)(=[O:11])=[O:10])=[O:2]. The yield is 0.250. (5) The reactants are [CH2:1]([O:3][C:4]([C:6]1[C:7]([OH:21])=[CH:8][C:9](=[O:20])[N:10]2[C:14]=1[CH:13]1[O:15][C:16]([CH3:19])([CH3:18])[O:17][CH:12]1[CH2:11]2)=[O:5])[CH3:2].[S:22](O[S:22]([C:25]([F:28])([F:27])[F:26])(=[O:24])=[O:23])([C:25]([F:28])([F:27])[F:26])(=[O:24])=[O:23]. The catalyst is C(Cl)Cl. The product is [CH2:1]([O:3][C:4]([C:6]1[C:7]([O:21][S:22]([C:25]([F:28])([F:27])[F:26])(=[O:24])=[O:23])=[CH:8][C:9](=[O:20])[N:10]2[C:14]=1[CH:13]1[O:15][C:16]([CH3:18])([CH3:19])[O:17][CH:12]1[CH2:11]2)=[O:5])[CH3:2]. The yield is 0.643. (6) The reactants are [CH3:1][O:2][C:3]1[C:4]2[N:17]=[C:16]([NH2:18])[S:15][C:5]=2[C:6]([N:9]2[CH2:14][CH2:13][O:12][CH2:11][CH2:10]2)=[N:7][CH:8]=1.C(N(C(C)C)C(C)C)C.[Cl:28][CH2:29][C:30]1[CH:38]=[CH:37][C:33]([C:34](Cl)=[O:35])=[CH:32][CH:31]=1. The catalyst is ClCCCl.C1COCC1. The product is [Cl:28][CH2:29][C:30]1[CH:38]=[CH:37][C:33]([C:34]([NH:18][C:16]2[S:15][C:5]3[C:6]([N:9]4[CH2:10][CH2:11][O:12][CH2:13][CH2:14]4)=[N:7][CH:8]=[C:3]([O:2][CH3:1])[C:4]=3[N:17]=2)=[O:35])=[CH:32][CH:31]=1. The yield is 0.670. (7) The reactants are [C:1]([C@@H:4]1[CH2:8][S:7][C:6](=[O:9])[N:5]1[CH2:10][C:11]1[CH:16]=[CH:15][C:14]([O:17][CH3:18])=[CH:13][CH:12]=1)(=[O:3])[CH3:2].C[Mg]Cl.CON(C)C(C1CSC(=O)N1CC1C=CC(OC)=CC=1)=O.C(O)(=O)CC(CC(O)=O)(C(O)=O)O. The catalyst is C1COCC1.O. The product is [C:1]([CH:4]1[CH2:8][S:7][C:6](=[O:9])[N:5]1[CH2:10][C:11]1[CH:16]=[CH:15][C:14]([O:17][CH3:18])=[CH:13][CH:12]=1)(=[O:3])[CH3:2]. The yield is 0.800. (8) The reactants are [CH2:1]([O:8][C:9]1[CH:17]=[CH:16][CH:15]=[C:11]([C:12]([OH:14])=O)[C:10]=1[C:18]([OH:20])=O)[C:2]1[CH:7]=[CH:6][CH:5]=[CH:4][CH:3]=1.Cl.[NH2:22][CH:23]1[CH2:29][CH2:28][C:27](=[O:30])[NH:26][C:24]1=[O:25]. The catalyst is N1C=CC=CC=1. The product is [CH2:1]([O:8][C:9]1[CH:17]=[CH:16][CH:15]=[C:11]2[C:10]=1[C:18](=[O:20])[N:22]([CH:23]1[CH2:29][CH2:28][C:27](=[O:30])[NH:26][C:24]1=[O:25])[C:12]2=[O:14])[C:2]1[CH:3]=[CH:4][CH:5]=[CH:6][CH:7]=1. The yield is 0.860.